This data is from Full USPTO retrosynthesis dataset with 1.9M reactions from patents (1976-2016). The task is: Predict the reactants needed to synthesize the given product. (1) Given the product [Si:1]([O:8][C@@H:9]1[CH2:14][C@H:13]([OH:12])[C@@H:11]2[C@H:10]1[C@@:15]2([F:20])[C:16]([O:18][CH3:19])=[O:17])([C:4]([CH3:7])([CH3:6])[CH3:5])([CH3:3])[CH3:2], predict the reactants needed to synthesize it. The reactants are: [Si:1]([O:8][C@@H:9]1[CH2:14][C@H:13]2[C@H:11]([O:12]2)[C@H:10]1[CH:15]([F:20])[C:16]([O:18][CH3:19])=[O:17])([C:4]([CH3:7])([CH3:6])[CH3:5])([CH3:3])[CH3:2].CCCCCC.C([Al](CC)CC)C.C[Si](C)(C)[N-][Si](C)(C)C.[Li+].C(O)(=O)CC(CC(O)=O)(C(O)=O)O. (2) Given the product [CH:21]1([CH2:24][N:25]([C:7]([CH:4]2[CH2:3][CH2:2][O:1][CH2:6][CH2:5]2)=[O:9])[C:26]2[N:27]=[CH:28][C:29]([O:32][C:33]3[CH:34]=[C:35]([CH:40]=[C:41]([O:43][CH:44]([CH3:46])[CH3:45])[CH:42]=3)[C:36]([O:38][CH3:39])=[O:37])=[N:30][CH:31]=2)[CH2:23][CH2:22]1, predict the reactants needed to synthesize it. The reactants are: [O:1]1[CH2:6][CH2:5][CH:4]([C:7]([OH:9])=O)[CH2:3][CH2:2]1.C(Cl)(=O)C(Cl)=O.CN(C=O)C.[CH:21]1([CH2:24][NH:25][C:26]2[N:27]=[CH:28][C:29]([O:32][C:33]3[CH:34]=[C:35]([CH:40]=[C:41]([O:43][CH:44]([CH3:46])[CH3:45])[CH:42]=3)[C:36]([O:38][CH3:39])=[O:37])=[N:30][CH:31]=2)[CH2:23][CH2:22]1. (3) Given the product [CH3:1][O:2][C:3]1[CH:8]=[CH:7][C:6]([C:9]2[CH2:10][CH2:11][C:12](=[O:14])[N:17]([CH3:16])[N:18]=2)=[CH:5][CH:4]=1, predict the reactants needed to synthesize it. The reactants are: [CH3:1][O:2][C:3]1[CH:8]=[CH:7][C:6]([C:9](=O)[CH2:10][CH2:11][C:12]([OH:14])=O)=[CH:5][CH:4]=1.[CH3:16][NH:17][NH2:18]. (4) The reactants are: Br[CH2:2][C:3]1[C:12]2[C:7](=[C:8]([F:14])[C:9]([F:13])=[CH:10][CH:11]=2)[NH:6][C:5](=[O:15])[CH:4]=1.[CH:16]([C:19]1[NH:23][C:22]2[CH:24]=[CH:25][CH:26]=[CH:27][C:21]=2[N:20]=1)([CH3:18])[CH3:17]. Given the product [F:13][C:9]1[C:8]([F:14])=[C:7]2[C:12]([C:3]([CH2:2][N:20]3[C:21]4[CH:27]=[CH:26][CH:25]=[CH:24][C:22]=4[N:23]=[C:19]3[CH:16]([CH3:18])[CH3:17])=[CH:4][C:5](=[O:15])[NH:6]2)=[CH:11][CH:10]=1, predict the reactants needed to synthesize it. (5) Given the product [CH2:14]([N:16]([CH2:17][C@H:18]1[CH2:23][CH2:22][C@H:21]([CH2:24][C:25]([O:27][CH2:28][CH3:29])=[O:26])[CH2:20][CH2:19]1)[C:2]1[C:11]([CH2:12][OH:13])=[CH:10][C:9]2[C:4](=[CH:5][CH:6]=[CH:7][CH:8]=2)[N:3]=1)[CH3:15], predict the reactants needed to synthesize it. The reactants are: Cl[C:2]1[C:11]([CH:12]=[O:13])=[CH:10][C:9]2[C:4](=[CH:5][CH:6]=[CH:7][CH:8]=2)[N:3]=1.[CH2:14]([NH:16][CH2:17][C@H:18]1[CH2:23][CH2:22][C@H:21]([CH2:24][C:25]([O:27][CH2:28][CH3:29])=[O:26])[CH2:20][CH2:19]1)[CH3:15].C(=O)([O-])[O-].[K+].[K+].[BH4-].[Na+].[Cl-].[NH4+]. (6) Given the product [C:11]([C:9]1[CH:8]=[CH:7][C:5]2[N:6]=[C:2]([NH:1][C:18]([NH:15][CH2:13][CH3:14])=[O:23])[S:3][C:4]=2[CH:10]=1)#[N:12], predict the reactants needed to synthesize it. The reactants are: [NH2:1][C:2]1[S:3][C:4]2[CH:10]=[C:9]([C:11]#[N:12])[CH:8]=[CH:7][C:5]=2[N:6]=1.[CH2:13]([N:15]([CH2:18]C)CC)[CH3:14].CN(C)C=[O:23]. (7) Given the product [Cl:1][C:2]1[C:3]([C:21]([CH:23]2[CH2:27][CH2:26][C@H:25]([N:28]([CH2:36][C:37]3[CH:38]=[CH:39][CH:40]=[CH:41][CH:42]=3)[CH2:29][C:30]3[CH:31]=[CH:32][CH:33]=[CH:34][CH:35]=3)[CH2:24]2)=[O:22])=[C:4]2[CH:10]=[CH:9][N:8]([Si:11]([CH:18]([CH3:19])[CH3:20])([CH:15]([CH3:16])[CH3:17])[CH:12]([CH3:14])[CH3:13])[C:5]2=[N:6][CH:7]=1, predict the reactants needed to synthesize it. The reactants are: [Cl:1][C:2]1[C:3]([CH:21]([CH:23]2[CH2:27][CH2:26][C@H:25]([N:28]([CH2:36][C:37]3[CH:42]=[CH:41][CH:40]=[CH:39][CH:38]=3)[CH2:29][C:30]3[CH:35]=[CH:34][CH:33]=[CH:32][CH:31]=3)[CH2:24]2)[OH:22])=[C:4]2[CH:10]=[CH:9][N:8]([Si:11]([CH:18]([CH3:20])[CH3:19])([CH:15]([CH3:17])[CH3:16])[CH:12]([CH3:14])[CH3:13])[C:5]2=[N:6][CH:7]=1.CC(OI1(OC(C)=O)(OC(C)=O)OC(=O)C2C=CC=CC1=2)=O.S([O-])([O-])=O.[Na+].[Na+]. (8) Given the product [CH:5]([C:4]1[C:10]([C:9]([O:21][CH2:18][CH3:19])=[O:23])=[C:11]([CH3:13])[NH:2][CH:3]=1)([CH3:7])[CH3:6], predict the reactants needed to synthesize it. The reactants are: Cl.[NH2:2][CH2:3][C:4](=O)[CH:5]([CH3:7])[CH3:6].[C:9](OCC)(=O)[CH2:10][C:11]([CH3:13])=O.[C:18]([O-:21])(=O)[CH3:19].[Na+].[OH2:23]. (9) Given the product [OH:36][NH:35][C:27](=[O:28])/[CH:26]=[CH:25]/[C:23]1[CH:22]=[CH:21][CH:20]=[C:19](/[CH:18]=[CH:17]/[C:16]([C:13]2[CH:14]=[CH:15][C:10]([N:7]3[CH2:6][CH2:5][N:4]([CH3:3])[CH2:9][CH2:8]3)=[CH:11][CH:12]=2)=[O:30])[N:24]=1, predict the reactants needed to synthesize it. The reactants are: Cl.Cl.[CH3:3][N:4]1[CH2:9][CH2:8][N:7]([C:10]2[CH:15]=[CH:14][C:13]([C:16](=[O:30])/[CH:17]=[CH:18]/[C:19]3[N:24]=[C:23](/[CH:25]=[CH:26]/[C:27](O)=[O:28])[CH:22]=[CH:21][CH:20]=3)=[CH:12][CH:11]=2)[CH2:6][CH2:5]1.C(Cl)CCl.[NH2:35][O:36]C1CCCCO1.